Dataset: Forward reaction prediction with 1.9M reactions from USPTO patents (1976-2016). Task: Predict the product of the given reaction. Given the reactants [Br:1][C:2]1[N:3]([CH2:21][CH2:22][OH:23])[C:4]2[C:9]([C:10]=1[CH:11]1[CH2:16][CH2:15][CH2:14][CH2:13][CH2:12]1)=[CH:8][CH:7]=[C:6]([C:17]([O:19][CH3:20])=[O:18])[CH:5]=2.C(N(CC)CC)C.[CH3:31][S:32](Cl)(=[O:34])=[O:33].O, predict the reaction product. The product is: [Br:1][C:2]1[N:3]([CH2:21][CH2:22][O:23][S:32]([CH3:31])(=[O:34])=[O:33])[C:4]2[C:9]([C:10]=1[CH:11]1[CH2:16][CH2:15][CH2:14][CH2:13][CH2:12]1)=[CH:8][CH:7]=[C:6]([C:17]([O:19][CH3:20])=[O:18])[CH:5]=2.